From a dataset of Peptide-MHC class II binding affinity with 134,281 pairs from IEDB. Regression. Given a peptide amino acid sequence and an MHC pseudo amino acid sequence, predict their binding affinity value. This is MHC class II binding data. The peptide sequence is GKQWDGIRMLDLATYT. The MHC is DRB1_1501 with pseudo-sequence DRB1_1501. The binding affinity (normalized) is 0.